This data is from Catalyst prediction with 721,799 reactions and 888 catalyst types from USPTO. The task is: Predict which catalyst facilitates the given reaction. (1) Reactant: [F:1][C:2]1[CH:7]=[CH:6][C:5]([C:8]2[O:9][C:10]3[CH:20]=[C:19]([N:21]([CH2:26][CH:27]([OH:29])[CH3:28])[S:22]([CH3:25])(=[O:24])=[O:23])[C:18]([C:30]4[CH:35]=[CH:34][CH:33]=[C:32]([C:36]5[O:37][C:38]6[C:39]([N:44]=5)=[N:40][CH:41]=[CH:42][CH:43]=6)[CH:31]=4)=[CH:17][C:11]=3[C:12]=2[C:13]([NH:15][CH3:16])=[O:14])=[CH:4][CH:3]=1.CCN(CC)CC.[CH3:52][S:53](Cl)(=[O:55])=[O:54]. Product: [CH3:52][S:53]([O:29][CH:27]([CH3:28])[CH2:26][N:21]([C:19]1[C:18]([C:30]2[CH:35]=[CH:34][CH:33]=[C:32]([C:36]3[O:37][C:38]4[C:39]([N:44]=3)=[N:40][CH:41]=[CH:42][CH:43]=4)[CH:31]=2)=[CH:17][C:11]2[C:12]([C:13](=[O:14])[NH:15][CH3:16])=[C:8]([C:5]3[CH:4]=[CH:3][C:2]([F:1])=[CH:7][CH:6]=3)[O:9][C:10]=2[CH:20]=1)[S:22]([CH3:25])(=[O:24])=[O:23])(=[O:55])=[O:54]. The catalyst class is: 4. (2) Reactant: [CH2:1]([C:8]1[N:13]=[N:12][C:11]([O:14]CC2C=CC=CC=2)=[C:10]([O:22]CC2C=CC=CC=2)[CH:9]=1)[C:2]1[CH:7]=[CH:6][CH:5]=[CH:4][CH:3]=1. Product: [CH2:1]([C:8]1[CH:9]=[C:10]([OH:22])[C:11](=[O:14])[NH:12][N:13]=1)[C:2]1[CH:7]=[CH:6][CH:5]=[CH:4][CH:3]=1. The catalyst class is: 19. (3) Reactant: [F:1][C:2]([F:17])([F:16])[C:3]1[CH:8]=[CH:7][N:6]=[C:5](/[CH:9]=[CH:10]/[C:11]([O:13][CH2:14][CH3:15])=[O:12])[CH:4]=1.[H][H]. Product: [F:17][C:2]([F:1])([F:16])[C:3]1[CH:8]=[CH:7][N:6]=[C:5]([CH2:9][CH2:10][C:11]([O:13][CH2:14][CH3:15])=[O:12])[CH:4]=1. The catalyst class is: 29. (4) Reactant: [Cl:1][C:2]1[CH:8]=[C:7]([O:9][C:10]2[C:19]3[C:14](=[CH:15][C:16]([O:22][CH3:23])=[C:17]([O:20][CH3:21])[CH:18]=3)[N:13]=[CH:12][N:11]=2)[CH:6]=[CH:5][C:3]=1[NH2:4].C(N(CC)CC)C.ClC(Cl)(O[C:35](=[O:41])OC(Cl)(Cl)Cl)Cl.Cl.[NH2:44][C:45]1[S:46][C:47]([CH3:51])=[C:48]([CH3:50])[N:49]=1. Product: [Cl:1][C:2]1[CH:8]=[C:7]([O:9][C:10]2[C:19]3[C:14](=[CH:15][C:16]([O:22][CH3:23])=[C:17]([O:20][CH3:21])[CH:18]=3)[N:13]=[CH:12][N:11]=2)[CH:6]=[CH:5][C:3]=1[NH:4][C:35]([NH:44][C:45]1[S:46][C:47]([CH3:51])=[C:48]([CH3:50])[N:49]=1)=[O:41]. The catalyst class is: 146. (5) The catalyst class is: 6. Product: [Br:1][C:2]1[CH:17]=[CH:16][C:5]2[N:6]=[C:7]([C:9]3[CH:10]=[C:11]([NH:12][C:26](=[O:25])[CH3:27])[CH:13]=[CH:14][CH:15]=3)[O:8][C:4]=2[CH:3]=1. Reactant: [Br:1][C:2]1[CH:17]=[CH:16][C:5]2[N:6]=[C:7]([C:9]3[CH:10]=[C:11]([CH:13]=[CH:14][CH:15]=3)[NH2:12])[O:8][C:4]=2[CH:3]=1.C(N(CC)CC)C.[O:25]1CC[CH2:27][CH2:26]1.C(Cl)(=O)C.